From a dataset of Reaction yield outcomes from USPTO patents with 853,638 reactions. Predict the reaction yield, written as a fraction of the theoretical maximum amount of product (1.0 means a 100% yield; for example, 0.34 means a 34% yield). (1) The reactants are [NH2:1][C:2]1[N:7]=[CH:6][C:5]([N:8]2[CH2:13][CH2:12][N:11]([C:14]([O:16][C:17]([CH3:20])([CH3:19])[CH3:18])=[O:15])[CH2:10][C@@H:9]2[CH3:21])=[CH:4][CH:3]=1.Br[C:23]1[C:24]([O:30][CH3:31])=[N:25][CH:26]=[C:27]([Cl:29])[CH:28]=1.CC1(C)C2C(=C(P(C3C=CC=CC=3)C3C=CC=CC=3)C=CC=2)OC2C(P(C3C=CC=CC=3)C3C=CC=CC=3)=CC=CC1=2.C(=O)([O-])[O-].[Cs+].[Cs+]. The catalyst is C1C=CC(/C=C/C(/C=C/C2C=CC=CC=2)=O)=CC=1.C1C=CC(/C=C/C(/C=C/C2C=CC=CC=2)=O)=CC=1.C1C=CC(/C=C/C(/C=C/C2C=CC=CC=2)=O)=CC=1.[Pd].[Pd].O1CCOCC1. The product is [Cl:29][C:27]1[CH:28]=[C:23]([NH:1][C:2]2[N:7]=[CH:6][C:5]([N:8]3[CH2:13][CH2:12][N:11]([C:14]([O:16][C:17]([CH3:20])([CH3:19])[CH3:18])=[O:15])[CH2:10][C@@H:9]3[CH3:21])=[CH:4][CH:3]=2)[C:24]([O:30][CH3:31])=[N:25][CH:26]=1. The yield is 0.570. (2) The product is [CH2:26]([O:25][C:23]([N:11]1[C:12]2[C:17](=[CH:16][C:15]([CH3:18])=[C:14]([CH3:19])[CH:13]=2)[N:8]([C:6]([O:5][C:1]([CH3:4])([CH3:3])[CH3:2])=[O:7])[CH2:9][CH:10]1[CH2:20][CH3:21])=[O:24])[CH3:27]. The yield is 1.00. The catalyst is CN(C)C1C=CN=CC=1.N1C=CC=CC=1. The reactants are [C:1]([O:5][C:6]([N:8]1[C:17]2[C:12](=[CH:13][C:14]([CH3:19])=[C:15]([CH3:18])[CH:16]=2)[NH:11][CH:10]([CH2:20][CH3:21])[CH2:9]1)=[O:7])([CH3:4])([CH3:3])[CH3:2].Cl[C:23]([O:25][CH2:26][CH3:27])=[O:24]. (3) The reactants are CCN(C(C)C)C(C)C.[F:10][C:11]1[CH:12]=[C:13]([CH:17]=[CH:18][C:19]=1[F:20])[C:14]([OH:16])=O.CN(C(ON1N=NC2C=CC=CC1=2)=[N+](C)C)C.[B-](F)(F)(F)F.[CH3:43][CH:44]([CH3:55])[CH2:45][C@H:46]([NH:53][CH3:54])[CH2:47][N:48]1[CH2:51][CH:50]([OH:52])[CH2:49]1. The catalyst is C(Cl)Cl. The product is [F:10][C:11]1[CH:12]=[C:13]([CH:17]=[CH:18][C:19]=1[F:20])[C:14]([N:53]([C@@H:46]([CH2:45][CH:44]([CH3:55])[CH3:43])[CH2:47][N:48]1[CH2:49][CH:50]([OH:52])[CH2:51]1)[CH3:54])=[O:16]. The yield is 0.650. (4) The reactants are [CH2:1]([O:8][N:9]1[C:15](=[O:16])[N:14]2[CH2:17][C@H:10]1[CH2:11][CH2:12][C@H:13]2[C:18]([OH:20])=O)[C:2]1[CH:7]=[CH:6][CH:5]=[CH:4][CH:3]=1.[NH2:21][O:22][CH2:23][C:24]([NH2:26])=[O:25].ON1C2C=CC=CC=2N=N1.Cl.C(N=C=NCCCN(C)C)C. The catalyst is C(Cl)Cl. The product is [NH2:26][C:24](=[O:25])[CH2:23][O:22][NH:21][C:18]([C@@H:13]1[CH2:12][CH2:11][C@@H:10]2[CH2:17][N:14]1[C:15](=[O:16])[N:9]2[O:8][CH2:1][C:2]1[CH:3]=[CH:4][CH:5]=[CH:6][CH:7]=1)=[O:20]. The yield is 0.810. (5) The reactants are O.[ClH:2].[OH:3][C:4]([C:34]1[CH:39]=[CH:38][CH:37]=[CH:36][CH:35]=1)([C:28]1[CH:33]=[CH:32][CH:31]=[CH:30][CH:29]=1)[CH:5]1[CH2:10][CH2:9][N:8]([CH2:11][CH2:12][CH2:13][CH:14]([C:16]2[CH:21]=[CH:20][C:19]([C:22]([CH3:27])([CH3:26])[C:23]([OH:25])=[O:24])=[CH:18][CH:17]=2)[OH:15])[CH2:7][CH2:6]1.O. The catalyst is C(C(C)=O)C. The product is [ClH:2].[OH:3][C:4]([C:34]1[CH:35]=[CH:36][CH:37]=[CH:38][CH:39]=1)([C:28]1[CH:29]=[CH:30][CH:31]=[CH:32][CH:33]=1)[CH:5]1[CH2:10][CH2:9][N:8]([CH2:11][CH2:12][CH2:13][CH:14]([C:16]2[CH:21]=[CH:20][C:19]([C:22]([CH3:27])([CH3:26])[C:23]([OH:25])=[O:24])=[CH:18][CH:17]=2)[OH:15])[CH2:7][CH2:6]1. The yield is 0.979. (6) The reactants are C(O)CCO.CC1C=CC(S(OCC(CC2C=CC([N+]([O-])=O)=CC=2)COS(C2C=CC(C)=CC=2)(=O)=O)(=O)=O)=CC=1.[N+:41]([C:44]1[CH:51]=[CH:50][C:47]([CH2:48]Br)=[CH:46][CH:45]=1)([O-:43])=[O:42].[C:52]([O:60][CH2:61][CH3:62])(=[O:59])[CH2:53][C:54]([O:56][CH2:57][CH3:58])=[O:55].C([O-])([O-])=O.[K+].[K+]. The catalyst is CC(C)=O. The product is [N+:41]([C:44]1[CH:51]=[CH:50][C:47]([CH2:48][CH:53]([C:54]([O:56][CH2:57][CH3:58])=[O:55])[C:52]([O:60][CH2:61][CH3:62])=[O:59])=[CH:46][CH:45]=1)([O-:43])=[O:42]. The yield is 0.880. (7) The reactants are [CH3:1][C:2]1[CH:3]=[C:4]([CH:6]=[C:7]([CH3:9])[CH:8]=1)[NH2:5].Br[CH2:11][CH2:12][OH:13].C([O-])([O-])=O.[K+].[K+]. The catalyst is CC#N. The product is [CH3:1][C:2]1[CH:3]=[C:4]([NH:5][CH2:11][CH2:12][OH:13])[CH:6]=[C:7]([CH3:9])[CH:8]=1. The yield is 0.290. (8) The reactants are CO.C(Cl)(Cl)[Cl:4].CO.Cl.[CH3:10][C:11]([CH3:48])([CH3:47])[CH2:12][CH2:13][NH:14][C:15]([NH:17][C:18]1[CH:23]=[CH:22][C:21]([O:24][C:25]2[C:34]3[C:29](=[CH:30][C:31]([O:37][CH2:38][CH2:39][N:40]4[CH2:45][CH2:44][CH2:43][CH2:42][CH2:41]4)=[C:32]([O:35][CH3:36])[CH:33]=3)[N:28]=[CH:27][CH:26]=2)=[CH:20][C:19]=1[F:46])=[O:16]. No catalyst specified. The product is [ClH:4].[CH3:10][C:11]([CH3:48])([CH3:47])[CH2:12][CH2:13][NH:14][C:15]([NH:17][C:18]1[CH:23]=[CH:22][C:21]([O:24][C:25]2[C:34]3[C:29](=[CH:30][C:31]([O:37][CH2:38][CH2:39][N:40]4[CH2:45][CH2:44][CH2:43][CH2:42][CH2:41]4)=[C:32]([O:35][CH3:36])[CH:33]=3)[N:28]=[CH:27][CH:26]=2)=[CH:20][C:19]=1[F:46])=[O:16]. The yield is 0.910. (9) The reactants are [C:1]([C:5]1[C:10]([N+:11]([O-:13])=[O:12])=[CH:9][C:8]([NH:14][C:15]#[C:16][Si](C)(C)C)=[CH:7][CH:6]=1)([CH3:4])([CH3:3])[CH3:2]. The catalyst is CN(C=O)C.[Cu]I. The product is [C:1]([C:5]1[CH:6]=[C:7]2[C:8](=[CH:9][C:10]=1[N+:11]([O-:13])=[O:12])[NH:14][CH:15]=[CH:16]2)([CH3:4])([CH3:3])[CH3:2]. The yield is 0.690. (10) The reactants are [CH2:1]([O:8][C:9]1[CH:10]=[CH:11][C:12]([C:15](=O)[CH2:16][C:17](=O)[C:18]([O:20][CH2:21][CH3:22])=[O:19])=[N:13][CH:14]=1)[C:2]1[CH:7]=[CH:6][CH:5]=[CH:4][CH:3]=1.[C:25]1([NH:31][NH2:32])[CH:30]=[CH:29][CH:28]=[CH:27][CH:26]=1. No catalyst specified. The product is [CH2:1]([O:8][C:9]1[CH:10]=[CH:11][C:12]([C:15]2[N:31]([C:25]3[CH:30]=[CH:29][CH:28]=[CH:27][CH:26]=3)[N:32]=[C:17]([C:18]([O:20][CH2:21][CH3:22])=[O:19])[CH:16]=2)=[N:13][CH:14]=1)[C:2]1[CH:7]=[CH:6][CH:5]=[CH:4][CH:3]=1. The yield is 0.770.